From a dataset of Reaction yield outcomes from USPTO patents with 853,638 reactions. Predict the reaction yield, written as a fraction of the theoretical maximum amount of product (1.0 means a 100% yield; for example, 0.34 means a 34% yield). (1) No catalyst specified. The yield is 0.670. The product is [S:1]1[C:5]([NH:31][C:34](=[O:19])[O:40][C:36]([CH3:39])([CH3:38])[CH3:37])=[CH:4][C:3]2[CH2:9][CH2:10][CH2:11][C:2]1=2. The reactants are [S:1]1[C:5](C(O)=O)=[CH:4][C:3]2[CH2:9][CH2:10][CH2:11][C:2]1=2.C1C=CC(P(N=[N+]=[N-])(C2C=CC=CC=2)=[O:19])=CC=1.C([N:31]([CH2:34]C)CC)C.[C:36]([OH:40])([CH3:39])([CH3:38])[CH3:37]. (2) The reactants are [OH:1][CH2:2][C:3]([C:5]1[CH:10]=[CH:9][CH:8]=[CH:7][CH:6]=1)=[O:4].[H][H]. No catalyst specified. The product is [C:5]1([CH:3]([OH:4])[CH2:2][OH:1])[CH:10]=[CH:9][CH:8]=[CH:7][CH:6]=1. The yield is 0.980. (3) The reactants are Cl.[NH2:2][CH2:3][CH2:4][SH:5].[C:6]1([C:12]([C:20]2[CH:25]=[CH:24][CH:23]=[CH:22][CH:21]=2)([C:14]2[CH:19]=[CH:18][CH:17]=[CH:16][CH:15]=2)O)[CH:11]=[CH:10][CH:9]=[CH:8][CH:7]=1.O. The catalyst is FC(F)(F)C(O)=O. The product is [C:12]([S:5][CH2:4][CH2:3][NH2:2])([C:6]1[CH:11]=[CH:10][CH:9]=[CH:8][CH:7]=1)([C:20]1[CH:21]=[CH:22][CH:23]=[CH:24][CH:25]=1)[C:14]1[CH:15]=[CH:16][CH:17]=[CH:18][CH:19]=1. The yield is 1.00. (4) The reactants are [Br:1][C:2]1[C:3]([F:12])=[C:4]2[C:10]([NH2:11])=[CH:9][NH:8][C:5]2=[N:6][CH:7]=1.[F:13][C:14]1([F:20])[CH2:16][CH:15]1[C:17](O)=[O:18].C(N(CC)CC)C.C1N(P(Cl)(N2C(=O)OCC2)=O)C(=O)OC1.O[Li].O. The catalyst is C(Cl)Cl.O. The product is [Br:1][C:2]1[C:3]([F:12])=[C:4]2[C:10]([NH:11][C:17]([CH:15]3[CH2:16][C:14]3([F:20])[F:13])=[O:18])=[CH:9][NH:8][C:5]2=[N:6][CH:7]=1. The yield is 0.540. (5) The reactants are C(N1CCC(CN2C3C4C=CC=CC=4N=CC=3N=[C:13]2[CH2:25][O:26][CH2:27]C)(O)CC1)(=O)C.[C:29]([N:32]1[CH2:37][CH2:36][C:35]([CH2:45][N:46]2[C:58]3[C:57]4[CH:56]=[CH:55][CH:54]=[CH:53][C:52]=4[N:51]=[CH:50][C:49]=3[N:48]=[C:47]2[CH2:59]OCC)([O:38][CH2:39][CH2:40][S:41]([CH3:44])(=[O:43])=[O:42])[CH2:34][CH2:33]1)(=[O:31])[CH3:30]. No catalyst specified. The product is [C:29]([N:32]1[CH2:33][CH2:34][C:35]([CH2:45][N:46]2[C:58]3[C:57]4[CH:56]=[CH:55][CH:54]=[CH:53][C:52]=4[N:51]=[CH:50][C:49]=3[N:48]=[C:47]2[CH2:59][CH2:27][O:26][CH2:25][CH3:13])([O:38][CH2:39][CH2:40][S:41]([CH3:44])(=[O:42])=[O:43])[CH2:36][CH2:37]1)(=[O:31])[CH3:30]. The yield is 0.130. (6) The reactants are [F:1][C:2]1[CH:10]=[CH:9][CH:8]=[CH:7][C:3]=1[C:4]([OH:6])=O.C(Cl)CCl.C1C=CC2N(O)N=NC=2C=1.CCN(CC)CC.[NH2:32][CH:33]1[CH2:38][CH2:37][N:36]([C:39]([C:41]2[C:49]3[C:44](=[CH:45][C:46]([Cl:50])=[CH:47][CH:48]=3)[NH:43][CH:42]=2)=[O:40])[CH2:35][CH2:34]1. The catalyst is C(Cl)Cl. The product is [Cl:50][C:46]1[CH:45]=[C:44]2[C:49]([C:41]([C:39]([N:36]3[CH2:35][CH2:34][CH:33]([NH:32][C:4](=[O:6])[C:3]4[CH:7]=[CH:8][CH:9]=[CH:10][C:2]=4[F:1])[CH2:38][CH2:37]3)=[O:40])=[CH:42][NH:43]2)=[CH:48][CH:47]=1. The yield is 0.570. (7) The reactants are [CH:1]1([CH2:4][CH2:5][O:6]S(C2C=CC(C)=CC=2)(=O)=O)[CH2:3][CH2:2]1.O[C:18]1[CH:23]=[CH:22][N:21]([C:24]2[S:25][C:26]([C:30]([O:32][CH2:33][CH3:34])=[O:31])=[C:27]([CH3:29])[N:28]=2)[C:20](=[O:35])[CH:19]=1. No catalyst specified. The product is [CH:1]1([CH2:4][CH2:5][O:6][C:18]2[CH:23]=[CH:22][N:21]([C:24]3[S:25][C:26]([C:30]([O:32][CH2:33][CH3:34])=[O:31])=[C:27]([CH3:29])[N:28]=3)[C:20](=[O:35])[CH:19]=2)[CH2:2][CH2:3]1. The yield is 0.350. (8) The reactants are FC(F)(F)C(O)=O.[NH2:8][C:9](=[O:51])[CH2:10][C:11]1[CH:50]=[CH:49][CH:48]=[CH:47][C:12]=1[CH2:13][CH2:14][C:15]1[C:20]([C:21]([F:24])([F:23])[F:22])=[CH:19][N:18]=[C:17]([NH:25][C:26]2[CH:31]=[CH:30][C:29]([CH:32]3[CH2:37][CH2:36][N:35](C(OC(C)(C)C)=O)[CH2:34][CH2:33]3)=[CH:28][C:27]=2[O:45][CH3:46])[N:16]=1.C([O-])(O)=O.[Na+]. The catalyst is C(Cl)Cl. The product is [CH3:46][O:45][C:27]1[CH:28]=[C:29]([CH:32]2[CH2:37][CH2:36][NH:35][CH2:34][CH2:33]2)[CH:30]=[CH:31][C:26]=1[NH:25][C:17]1[N:16]=[C:15]([CH2:14][CH2:13][C:12]2[CH:47]=[CH:48][CH:49]=[CH:50][C:11]=2[CH2:10][C:9]([NH2:8])=[O:51])[C:20]([C:21]([F:22])([F:23])[F:24])=[CH:19][N:18]=1. The yield is 0.810. (9) The reactants are [CH:1]([C:4]1[CH:5]=[C:6]([C:13]2[C:17]([CH2:18][N:19]([CH3:31])[CH2:20][CH2:21][N:22](C)[C:23](=O)OC(C)(C)C)=[CH:16][N:15](C3CCCCO3)[N:14]=2)[CH:7]=[C:8]([CH:10]([CH3:12])[CH3:11])[CH:9]=1)([CH3:3])[CH3:2].Cl. The catalyst is O1CCOCC1. The product is [CH3:3][CH:1]([C:4]1[CH:5]=[C:6]([C:13]2[C:17]([CH2:18][N:19]([CH3:31])[CH2:20][CH2:21][NH:22][CH3:23])=[CH:16][NH:15][N:14]=2)[CH:7]=[C:8]([CH:10]([CH3:11])[CH3:12])[CH:9]=1)[CH3:2]. The yield is 0.920. (10) The reactants are [CH2:1]([NH:5][C:6]1[N:11]=[C:10]([C:12]2[C:13]([C:22]3[CH:27]=[CH:26][C:25]([F:28])=[CH:24][CH:23]=3)=[N:14][N:15]3[C:20](Cl)=[CH:19][CH:18]=[CH:17][C:16]=23)[CH:9]=[CH:8][N:7]=1)[CH2:2][CH2:3][CH3:4].[O:29]1[CH:33]=[CH:32][CH:31]=[C:30]1B(O)O.C(=O)([O-])[O-].[Na+].[Na+]. The catalyst is O.Cl[Pd](Cl)([P](C1C=CC=CC=1)(C1C=CC=CC=1)C1C=CC=CC=1)[P](C1C=CC=CC=1)(C1C=CC=CC=1)C1C=CC=CC=1. The product is [CH2:1]([NH:5][C:6]1[N:11]=[C:10]([C:12]2[C:13]([C:22]3[CH:27]=[CH:26][C:25]([F:28])=[CH:24][CH:23]=3)=[N:14][N:15]3[C:20]([C:30]4[O:29][CH:33]=[CH:32][CH:31]=4)=[CH:19][CH:18]=[CH:17][C:16]=23)[CH:9]=[CH:8][N:7]=1)[CH2:2][CH2:3][CH3:4]. The yield is 0.390.